This data is from Blood-brain barrier permeability classification from the B3DB database. The task is: Regression/Classification. Given a drug SMILES string, predict its absorption, distribution, metabolism, or excretion properties. Task type varies by dataset: regression for continuous measurements (e.g., permeability, clearance, half-life) or binary classification for categorical outcomes (e.g., BBB penetration, CYP inhibition). Dataset: b3db_classification. (1) The drug is CCC(C)C(N)C1=NC(C(=O)NC(CC(C)C)C(=O)NC(CCC(=O)O)C(=O)NC(C(=O)NCCCCC2NC(=O)C(CC(N)=O)NC(=O)C(CC(=O)O)NC(=O)C(Cc3cnc[nH]3)NC(=O)C(Cc3ccccc3)NC(=O)C(C(C)CC)NC(=O)C(CCCN)NC2=O)C(C)CC)CS1. The result is 0 (does not penetrate BBB). (2) The drug is CC(=O)Oc1ccc(C(=C2CCCCC2)c2ccc(OC(C)=O)cc2)cc1. The result is 0 (does not penetrate BBB).